Dataset: Full USPTO retrosynthesis dataset with 1.9M reactions from patents (1976-2016). Task: Predict the reactants needed to synthesize the given product. (1) The reactants are: Br[C:2]1[CH:3]=[CH:4][C:5]([CH:8]([OH:25])[C:9]2[C:10]([CH3:24])=[N:11][N:12]([C:15]3[CH:22]=[CH:21][C:18]([C:19]#[N:20])=[C:17]([Cl:23])[CH:16]=3)[C:13]=2[CH3:14])=[N:6][CH:7]=1.[NH:26]1[CH2:30][CH2:29][CH2:28][C:27]1=[O:31].P([O-])([O-])([O-])=O.[K+].[K+].[K+].CNCCNC.C(=O)([O-])O.[Na+]. Given the product [Cl:23][C:17]1[CH:16]=[C:15]([N:12]2[C:13]([CH3:14])=[C:9]([CH:8]([OH:25])[C:5]3[CH:4]=[CH:3][C:2]([N:26]4[CH2:30][CH2:29][CH2:28][C:27]4=[O:31])=[CH:7][N:6]=3)[C:10]([CH3:24])=[N:11]2)[CH:22]=[CH:21][C:18]=1[C:19]#[N:20], predict the reactants needed to synthesize it. (2) Given the product [CH3:13][O:14][C:15]1[CH:20]=[CH:19][C:18]([C:2]2[CH:12]=[C:6]([C:7]([O:9][CH2:10][CH3:11])=[O:8])[CH:5]=[N:4][CH:3]=2)=[CH:17][CH:16]=1, predict the reactants needed to synthesize it. The reactants are: Br[C:2]1[CH:3]=[N:4][CH:5]=[C:6]([CH:12]=1)[C:7]([O:9][CH2:10][CH3:11])=[O:8].[CH3:13][O:14][C:15]1[CH:20]=[CH:19][C:18](B(O)O)=[CH:17][CH:16]=1.C(=O)([O-])[O-].[Na+].[Na+]. (3) Given the product [C:51]([O:25][CH2:24][CH2:23][CH2:22][CH2:21][C:20]#[C:19][C:15]1[CH:16]=[N:17][C:18]2[N:9]([O:8][CH2:1][C:2]3[CH:3]=[CH:4][CH:5]=[CH:6][CH:7]=3)[C:10](=[O:50])[C:11]([C:38](=[O:39])[NH:40][CH2:41][C:42]3[CH:47]=[CH:46][C:45]([F:48])=[CH:44][C:43]=3[F:49])=[C:12]([NH:26][CH2:27][C:28]3[CH:33]=[CH:32][C:31]([O:34][CH3:35])=[CH:30][C:29]=3[O:36][CH3:37])[C:13]=2[CH:14]=1)(=[O:58])[C:52]1[CH:57]=[CH:56][CH:55]=[CH:54][CH:53]=1, predict the reactants needed to synthesize it. The reactants are: [CH2:1]([O:8][N:9]1[C:18]2[C:13](=[CH:14][C:15]([C:19]#[C:20][CH2:21][CH2:22][CH2:23][CH2:24][OH:25])=[CH:16][N:17]=2)[C:12]([NH:26][CH2:27][C:28]2[CH:33]=[CH:32][C:31]([O:34][CH3:35])=[CH:30][C:29]=2[O:36][CH3:37])=[C:11]([C:38]([NH:40][CH2:41][C:42]2[CH:47]=[CH:46][C:45]([F:48])=[CH:44][C:43]=2[F:49])=[O:39])[C:10]1=[O:50])[C:2]1[CH:7]=[CH:6][CH:5]=[CH:4][CH:3]=1.[C:51](O[C:51](=[O:58])[C:52]1[CH:57]=[CH:56][CH:55]=[CH:54][CH:53]=1)(=[O:58])[C:52]1[CH:57]=[CH:56][CH:55]=[CH:54][CH:53]=1. (4) Given the product [F:1][C:2]([F:17])([F:18])[C:3]1[CH:4]=[CH:5][C:6]([C:9]2[CH:16]=[CH:15][CH:14]=[CH:13][C:10]=2[C:11]([OH:23])=[O:12])=[CH:7][CH:8]=1, predict the reactants needed to synthesize it. The reactants are: [F:1][C:2]([F:18])([F:17])[C:3]1[CH:8]=[CH:7][C:6]([C:9]2[CH:16]=[CH:15][CH:14]=[CH:13][C:10]=2[CH:11]=[O:12])=[CH:5][CH:4]=1.C([OH:23])(C)(C)C.S(=O)(=O)(O)N.Cl([O-])=O.[Na+]. (5) Given the product [CH2:2]([O:4][C:5]([C:7]1[CH:11]=[C:10]([C:12]2[CH:17]=[CH:16][N:15]=[C:14]([NH2:18])[N:13]=2)[NH:9][CH:8]=1)=[O:6])[CH3:3], predict the reactants needed to synthesize it. The reactants are: Cl.[CH2:2]([O:4][C:5]([C:7]1[CH:11]=[C:10]([C:12]2[CH:17]=[CH:16][N:15]=[C:14]([NH2:18])[N:13]=2)[NH:9][C:8]=1Cl)=[O:6])[CH3:3].C([O-])=O.[NH4+]. (6) Given the product [NH2:36][CH2:35][CH2:34][CH2:33][CH2:32][CH2:31][CH2:30][CH2:29][CH2:28][NH:27][C:17]1[N:18]=[C:19]([O:21][CH2:22][C:23]([F:25])([F:26])[F:24])[N:20]=[C:15]([NH:14][C:11]2[CH:12]=[CH:13][C:8]([C:6]([NH:5][CH2:4][CH2:3][CH2:2][Cl:1])=[O:7])=[CH:9][CH:10]=2)[N:16]=1, predict the reactants needed to synthesize it. The reactants are: [Cl:1][CH2:2][CH2:3][CH2:4][NH:5][C:6]([C:8]1[CH:13]=[CH:12][C:11]([NH:14][C:15]2[N:20]=[C:19]([O:21][CH2:22][C:23]([F:26])([F:25])[F:24])[N:18]=[C:17]([NH:27][CH2:28][CH2:29][CH2:30][CH2:31][CH2:32][CH2:33][CH2:34][CH2:35][NH:36]C(=O)OC(C)(C)C)[N:16]=2)=[CH:10][CH:9]=1)=[O:7].C(O)(C(F)(F)F)=O.